Dataset: Full USPTO retrosynthesis dataset with 1.9M reactions from patents (1976-2016). Task: Predict the reactants needed to synthesize the given product. (1) Given the product [Br:1][C:2]1[CH:3]=[C:4]([CH:7]=[CH:8][CH:9]=1)[CH2:5][NH:6][O:16][CH3:15], predict the reactants needed to synthesize it. The reactants are: [Br:1][C:2]1[CH:3]=[C:4]([CH:7]=[CH:8][C:9]=1OC)[C:5]#[N:6].B.C1C[O:16][CH2:15]C1.CO. (2) The reactants are: [O:1]1[CH:5]=[CH:4][CH:3]=[C:2]1[CH2:6][N:7]1[C:11]2=[N:12][CH:13]=[CH:14][CH:15]=[C:10]2[C:9]([CH:16]2[CH2:21][CH2:20][NH:19][CH2:18][CH2:17]2)=[CH:8]1.C[O:23][C:24](=[O:37])[C:25]1[CH:30]=[CH:29][C:28]([O:31][CH3:32])=[CH:27][C:26]=1[O:33][CH2:34][CH2:35]Cl. Given the product [O:1]1[CH:5]=[CH:4][CH:3]=[C:2]1[CH2:6][N:7]1[C:11]2=[N:12][CH:13]=[CH:14][CH:15]=[C:10]2[C:9]([CH:16]2[CH2:21][CH2:20][N:19]([CH2:35][CH2:34][O:33][C:26]3[CH:27]=[C:28]([O:31][CH3:32])[CH:29]=[CH:30][C:25]=3[C:24]([OH:37])=[O:23])[CH2:18][CH2:17]2)=[CH:8]1, predict the reactants needed to synthesize it. (3) Given the product [Cl:16][C:5]1[CH:6]=[CH:7][C:8]([NH:11][C:12](=[O:14])[CH3:13])=[C:9]2[C:4]=1[CH2:3][N:2]([CH3:1])[CH2:10]2, predict the reactants needed to synthesize it. The reactants are: [CH3:1][N:2]1[CH2:10][C:9]2[C:4](=[CH:5][CH:6]=[CH:7][C:8]=2[NH:11][C:12](=[O:14])[CH3:13])[CH2:3]1.Cl.[Cl:16]([O-])=O.[Na+]. (4) Given the product [CH2:28]([O:27][P:25]([CH2:2][CH2:3][C:4]#[C:5][CH2:6][O:7][Si:8]([C:21]([CH3:24])([CH3:23])[CH3:22])([C:15]1[CH:20]=[CH:19][CH:18]=[CH:17][CH:16]=1)[C:9]1[CH:14]=[CH:13][CH:12]=[CH:11][CH:10]=1)(=[O:26])[O:30][CH2:31][CH3:32])[CH3:29], predict the reactants needed to synthesize it. The reactants are: Br[CH2:2][CH2:3][C:4]#[C:5][CH2:6][O:7][Si:8]([C:21]([CH3:24])([CH3:23])[CH3:22])([C:15]1[CH:20]=[CH:19][CH:18]=[CH:17][CH:16]=1)[C:9]1[CH:14]=[CH:13][CH:12]=[CH:11][CH:10]=1.[P:25](OCC)([O:30][CH2:31][CH3:32])([O:27][CH2:28][CH3:29])=[O:26]. (5) Given the product [F:56][C:57]([F:68])([F:67])[C:2]1[CH:3]=[C:4]([CH:28]=[CH:29][CH:30]=1)[O:5][C:6]1[CH:7]=[C:8]2[C:12](=[CH:13][CH:14]=1)[N:11]([C:15]1[CH:20]=[CH:19][C:18]([CH3:21])=[C:17]([N+:22]([O-:24])=[O:23])[CH:16]=1)[C:10]([C:25]([OH:27])=[O:26])=[CH:9]2, predict the reactants needed to synthesize it. The reactants are: Cl[C:2]1[CH:3]=[C:4]([CH:28]=[CH:29][CH:30]=1)[O:5][C:6]1[CH:7]=[C:8]2[C:12](=[CH:13][CH:14]=1)[N:11]([C:15]1[CH:20]=[CH:19][C:18]([CH3:21])=[C:17]([N+:22]([O-:24])=[O:23])[CH:16]=1)[C:10]([C:25]([OH:27])=[O:26])=[CH:9]2.C(OC(C1N(C2C=CC(C)=C([N+]([O-])=O)C=2)C2C(C=1)=CC(O)=CC=2)=O)C.[F:56][C:57]([F:68])([F:67])C1C=C(B(O)O)C=CC=1. (6) Given the product [Cl:15][C:6]1[CH:5]=[C:4]2[C:9](=[CH:8][C:7]=1[Cl:14])[N:10]=[C:11]([O:12][CH3:13])[C:2]([NH:1][C:17](=[O:18])[O:19][CH2:20][CH3:21])=[N:3]2, predict the reactants needed to synthesize it. The reactants are: [NH2:1][C:2]1[C:11]([O:12][CH3:13])=[N:10][C:9]2[C:4](=[CH:5][C:6]([Cl:15])=[C:7]([Cl:14])[CH:8]=2)[N:3]=1.Cl[C:17]([O:19][CH2:20][CH3:21])=[O:18].N1C=CC=CC=1. (7) Given the product [CH:1]1[C:31]([C:30]([OH:27])=[O:34])=[CH:32][C:33]2[C:10]([O:11][C:24](=[O:23])[C:25]=2[CH:2]=1)=[O:9], predict the reactants needed to synthesize it. The reactants are: [CH2:1](O)[CH3:2].CC([O:9][C:10](C)=[O:11])COC.CCO[Si]([O:23][CH2:24][CH3:25])(OCC)OCC.[N+]([O-])(O)=[O:27].[CH2:30]([OH:34])[CH2:31][CH2:32][CH3:33]. (8) Given the product [F:18][CH:17]([F:19])[C:14]1[O:13][C:12]([CH2:11][OH:10])=[CH:16][CH:15]=1, predict the reactants needed to synthesize it. The reactants are: C(=O)([O-])[O-].[K+].[K+].C([O:10][CH2:11][C:12]1[O:13][C:14]([CH:17]([F:19])[F:18])=[CH:15][CH:16]=1)(=O)C. (9) Given the product [Br:10][C:11]1[CH:16]=[CH:15][CH:14]=[CH:13][C:12]=1[S:9][C:3]1[CH:4]=[CH:5][C:6](/[CH:52]=[CH:51]/[C:50]([NH:49][CH2:48][CH2:47][CH2:46][N:45]2[CH2:24][CH2:23][CH2:20][C:21]2=[O:22])=[O:54])=[CH:7][C:2]=1[Cl:1], predict the reactants needed to synthesize it. The reactants are: [Cl:1][C:2]1[CH:7]=[C:6](Cl)[CH:5]=[CH:4][C:3]=1[SH:9].[Br:10][C:11]1[CH:16]=[CH:15][CH:14]=[CH:13][C:12]=1S.ClC1C=C[CH:24]=[CH:23][C:20]=1[CH:21]=[O:22].ClC1C=C(C=CC=1Cl)C=O.NCCCCCCO.[NH2:45][CH2:46][CH2:47][CH2:48][N:49]1C[CH2:52][CH2:51][C:50]1=[O:54].